Dataset: Forward reaction prediction with 1.9M reactions from USPTO patents (1976-2016). Task: Predict the product of the given reaction. (1) Given the reactants [C:1]([N:4]1[CH2:9][CH2:8][NH:7][CH2:6][CH2:5]1)(=[O:3])[CH3:2].C(N(CC)CC)C.C(OC(N1CCN([C:30]2[C:36]3[CH:37]=[CH:38][CH:39]=[CH:40][C:35]=3[O:34][C:33]3[CH:41]=[CH:42][C:43]([Cl:45])=[CH:44][C:32]=3[N:31]=2)CC1)=O)(C)(C)C, predict the reaction product. The product is: [Cl:45][C:43]1[CH:42]=[CH:41][C:33]2[O:34][C:35]3[CH:40]=[CH:39][CH:38]=[CH:37][C:36]=3[C:30]([N:7]3[CH2:8][CH2:9][N:4]([C:1](=[O:3])[CH3:2])[CH2:5][CH2:6]3)=[N:31][C:32]=2[CH:44]=1. (2) Given the reactants [CH2:1]([O:3][C:4]([C:6]1[NH:15][C:9]2=[CH:10][N:11]=[C:12](Br)[CH:13]=[C:8]2[CH:7]=1)=[O:5])[CH3:2].[CH3:16][N:17](C=O)C, predict the reaction product. The product is: [CH3:4][CH2:6][CH2:7][CH:8]([CH3:9])[CH3:13].[CH2:1]([O:3][C:4]([C:6]1[NH:15][C:9]2=[CH:10][N:11]=[C:12]([C:16]#[N:17])[CH:13]=[C:8]2[CH:7]=1)=[O:5])[CH3:2]. (3) Given the reactants [OH:1][C:2]1[CH:3]=[C:4]([CH:9]=[CH:10][C:11]=1[C:12](=O)[CH2:13][CH3:14])[C:5]([O:7][CH3:8])=[O:6].[NH3:16], predict the reaction product. The product is: [OH:1][C:2]1[CH:3]=[C:4]([CH:9]=[CH:10][C:11]=1[C:12](=[NH:16])[CH2:13][CH3:14])[C:5]([O:7][CH3:8])=[O:6]. (4) Given the reactants [F:1][C:2]1[C:7]([F:8])=[CH:6][C:5]([CH:9]=[CH:10]N(C)C)=[C:4]([N+:14]([O-])=O)[CH:3]=1, predict the reaction product. The product is: [F:8][C:7]1[CH:6]=[C:5]2[C:4](=[CH:3][C:2]=1[F:1])[NH:14][CH:10]=[CH:9]2.